Dataset: Forward reaction prediction with 1.9M reactions from USPTO patents (1976-2016). Task: Predict the product of the given reaction. (1) Given the reactants O1CCCC1.[H-].C(B([CH2:12][CH3:13])CC)C.[Li+].[CH3:15][N:16]1[C:20](=[O:21])[N:19]([C:22]2[CH:30]=[CH:29][CH:28]=C[C:23]=2[C:24]([O-])=[O:25])[N:18]=[N:17]1.Cl, predict the reaction product. The product is: [OH:25][CH2:24][C:23]1[C:12]([CH3:13])=[CH:28][CH:29]=[CH:30][C:22]=1[N:19]1[C:20](=[O:21])[N:16]([CH3:15])[N:17]=[N:18]1. (2) The product is: [Cl:27][C:24]1[CH:25]=[CH:26][C:21]([S:20][C:4]2[C:3]3[C:2]([C:37]4[CH:36]=[CH:35][CH:34]=[C:33]([N:28]5[CH:32]=[CH:31][CH:30]=[N:29]5)[CH:38]=4)=[CH:10][C:9]([F:11])=[CH:8][C:7]=3[N:6]3[CH2:12][CH2:13][CH:14]([CH2:15][C:16]([OH:18])=[O:17])[C:5]=23)=[CH:22][CH:23]=1. Given the reactants Br[C:2]1[C:3]2[C:4]([S:20][C:21]3[CH:26]=[CH:25][C:24]([Cl:27])=[CH:23][CH:22]=3)=[C:5]3[CH:14]([CH2:15][C:16]([O:18]C)=[O:17])[CH2:13][CH2:12][N:6]3[C:7]=2[CH:8]=[C:9]([F:11])[CH:10]=1.[N:28]1([C:33]2[CH:34]=[C:35](B(O)O)[CH:36]=[CH:37][CH:38]=2)[CH:32]=[CH:31][CH:30]=[N:29]1, predict the reaction product.